Predict the reactants needed to synthesize the given product. From a dataset of Full USPTO retrosynthesis dataset with 1.9M reactions from patents (1976-2016). (1) Given the product [C:11]1(=[O:16])[N:1]([CH2:2][CH2:3][S:4][S:5][CH2:6][CH2:7][C:8]([OH:10])=[O:9])[C:14](=[O:15])[CH:13]=[CH:12]1, predict the reactants needed to synthesize it. The reactants are: [NH2:1][CH2:2][CH2:3][S:4][S:5][CH2:6][CH2:7][C:8]([OH:10])=[O:9].[C:11]1(=O)[O:16][C:14](=[O:15])[CH:13]=[CH:12]1.CCCCC.C(OCC)C. (2) Given the product [Cl:7][C:8]1[CH:9]=[CH:10][C:11]([C:14]2[C:18]3[CH2:19][N:20]([C:23](=[O:25])[CH3:24])[CH2:21][CH2:22][C:17]=3[N:16]([CH2:27][CH2:28][CH2:29][Cl:30])[N:15]=2)=[CH:12][CH:13]=1, predict the reactants needed to synthesize it. The reactants are: C([O-])([O-])=O.[Cs+].[Cs+].[Cl:7][C:8]1[CH:13]=[CH:12][C:11]([C:14]2[C:18]3[CH2:19][N:20]([C:23](=[O:25])[CH3:24])[CH2:21][CH2:22][C:17]=3[NH:16][N:15]=2)=[CH:10][CH:9]=1.Br[CH2:27][CH2:28][CH2:29][Cl:30].O. (3) Given the product [C:26]([O:16][CH:15]([C:14]1[C:9]([O:8][CH2:1][C:2]2[CH:3]=[CH:4][CH:5]=[CH:6][CH:7]=2)=[N:10][C:11]([CH3:25])=[CH:12][CH:13]=1)[C:17]1[CH:18]=[CH:19][C:20]([CH2:23][CH3:24])=[CH:21][CH:22]=1)(=[O:28])[CH3:27], predict the reactants needed to synthesize it. The reactants are: [CH2:1]([O:8][C:9]1[C:14]([CH:15]([C:17]2[CH:22]=[CH:21][C:20]([CH2:23][CH3:24])=[CH:19][CH:18]=2)[OH:16])=[CH:13][CH:12]=[C:11]([CH3:25])[N:10]=1)[C:2]1[CH:7]=[CH:6][CH:5]=[CH:4][CH:3]=1.[C:26](OC(=O)C)(=[O:28])[CH3:27].C(OCC)(=O)C. (4) Given the product [F:24][C:8]1[C:9]2[C:10]3[CH:14]=[N:13][NH:12][C:11]=3[C:2]([NH:32][C:31]3[CH:33]=[CH:34][CH:35]=[C:29]([S:26]([CH3:25])(=[O:28])=[O:27])[CH:30]=3)=[N:3][C:4]=2[CH:5]=[CH:6][CH:7]=1, predict the reactants needed to synthesize it. The reactants are: Cl[C:2]1[C:11]2=[N:12][N:13](CC3C=CC(OC)=CC=3)[CH:14]=[C:10]2[C:9]2[C:8]([F:24])=[CH:7][CH:6]=[CH:5][C:4]=2[N:3]=1.[CH3:25][S:26]([C:29]1[CH:30]=[C:31]([CH:33]=[CH:34][CH:35]=1)[NH2:32])(=[O:28])=[O:27].Cl. (5) Given the product [Cl:20][C:2]1[S:3][C:4]2[C:9]([N:10]([C@H:11]([CH2:14][CH2:15][CH3:16])[CH2:12][OH:13])[CH3:17])=[N:8][C:7]([S:18][S:18][C:7]3[N:8]=[C:9]([N:10]([C@H:11]([CH2:14][CH2:15][CH3:16])[CH2:12][OH:13])[CH3:17])[C:4]4[S:3][C:2]([Cl:20])=[N:19][C:5]=4[N:6]=3)=[N:6][C:5]=2[N:19]=1, predict the reactants needed to synthesize it. The reactants are: N[C:2]1[S:3][C:4]2[C:9]([N:10]([CH3:17])[C@H:11]([CH2:14][CH2:15][CH3:16])[CH2:12][OH:13])=[N:8][C:7]([SH:18])=[N:6][C:5]=2[N:19]=1.[ClH:20].N([O-])=O.[Na+]. (6) The reactants are: [Cl:1][C:2]1[CH:3]=[C:4]([C:9](=O)[C:10]([F:13])([F:12])[F:11])[CH:5]=[C:6]([Cl:8])[CH:7]=1.[C:15]([O:19][C:20]([N:22]1[CH2:25][C:24]([C:27]2[CH:32]=[CH:31][C:30]([C:33](=[O:35])[CH3:34])=[CH:29][CH:28]=2)([F:26])[CH2:23]1)=[O:21])([CH3:18])([CH3:17])[CH3:16].C([O-])([O-])=O.[Cs+].[Cs+]. Given the product [Cl:1][C:2]1[CH:3]=[C:4](/[C:9](/[C:10]([F:13])([F:12])[F:11])=[CH:34]/[C:33]([C:30]2[CH:29]=[CH:28][C:27]([C:24]3([F:26])[CH2:25][N:22]([C:20]([O:19][C:15]([CH3:18])([CH3:17])[CH3:16])=[O:21])[CH2:23]3)=[CH:32][CH:31]=2)=[O:35])[CH:5]=[C:6]([Cl:8])[CH:7]=1, predict the reactants needed to synthesize it.